Dataset: Forward reaction prediction with 1.9M reactions from USPTO patents (1976-2016). Task: Predict the product of the given reaction. (1) Given the reactants [C:1]1([C:7]([C:12]2[CH:17]=[CH:16][CH:15]=[CH:14][CH:13]=2)([CH3:11])[C:8]([OH:10])=O)[CH:6]=[CH:5][CH:4]=[CH:3][CH:2]=1.[NH2:18][CH2:19][CH2:20][CH2:21][N:22]1[CH2:27][CH2:26][CH:25]([C:28]2[CH:29]=[C:30]([NH:34][C:35](=[O:39])[CH:36]([CH3:38])[CH3:37])[CH:31]=[CH:32][CH:33]=2)[CH2:24][CH2:23]1.CN(C)CCCN=C=NCC, predict the reaction product. The product is: [C:35]([NH:34][C:30]1[CH:29]=[C:28]([CH:25]2[CH2:26][CH2:27][N:22]([CH2:21][CH2:20][CH2:19][NH:18][C:8](=[O:10])[C:7]([C:1]3[CH:2]=[CH:3][CH:4]=[CH:5][CH:6]=3)([C:12]3[CH:17]=[CH:16][CH:15]=[CH:14][CH:13]=3)[CH3:11])[CH2:23][CH2:24]2)[CH:33]=[CH:32][CH:31]=1)(=[O:39])[CH:36]([CH3:38])[CH3:37]. (2) Given the reactants C(OC([N:8]1[CH2:11][CH:10]([N:12]2[CH2:16][CH2:15][CH2:14][C:13]2=[O:17])[CH2:9]1)=O)(C)(C)C.C(O)(C(F)(F)F)=O, predict the reaction product. The product is: [NH:8]1[CH2:11][CH:10]([N:12]2[CH2:16][CH2:15][CH2:14][C:13]2=[O:17])[CH2:9]1. (3) Given the reactants [CH:1]([S:4][C:5]1[CH:12]=[CH:11][C:10]([N+:13]([O-:15])=[O:14])=[CH:9][C:6]=1[CH:7]=O)([CH3:3])[CH3:2].[C:16]1([CH3:25])[CH:21]=[CH:20][C:19]([S@@:22]([NH2:24])=[O:23])=[CH:18][CH:17]=1, predict the reaction product. The product is: [CH:1]([S:4][C:5]1[CH:12]=[CH:11][C:10]([N+:13]([O-:15])=[O:14])=[CH:9][C:6]=1/[CH:7]=[N:24]/[S@:22]([C:19]1[CH:20]=[CH:21][C:16]([CH3:25])=[CH:17][CH:18]=1)=[O:23])([CH3:3])[CH3:2]. (4) Given the reactants [Cl:1][C:2]1[CH:3]=[C:4]([CH:9]=[CH:10][C:11]=1[CH3:12])[C:5]([O:7][CH3:8])=[O:6].C1C(=O)N([Br:20])C(=O)C1, predict the reaction product. The product is: [Br:20][CH2:12][C:11]1[CH:10]=[CH:9][C:4]([C:5]([O:7][CH3:8])=[O:6])=[CH:3][C:2]=1[Cl:1].